This data is from Reaction yield outcomes from USPTO patents with 853,638 reactions. The task is: Predict the reaction yield, written as a fraction of the theoretical maximum amount of product (1.0 means a 100% yield; for example, 0.34 means a 34% yield). (1) The reactants are [CH2:1]([O:3][C:4](=[O:42])[CH:5]([O:7][P:8]([CH2:17][C:18]([CH3:41])=[CH:19][CH2:20][C:21]1[C:22]([O:34]CC[Si](C)(C)C)=[C:23]2[C:27](=[C:28]([CH3:32])[C:29]=1[O:30][CH3:31])[CH2:26][O:25][C:24]2=[O:33])([O:10][C:11]1[CH:16]=[CH:15][CH:14]=[CH:13][CH:12]=1)=[O:9])[CH3:6])[CH3:2].C(O)(C(F)(F)F)=O. The catalyst is C(Cl)Cl. The product is [CH2:1]([O:3][C:4](=[O:42])[CH:5]([O:7][P:8]([CH2:17][C:18]([CH3:41])=[CH:19][CH2:20][C:21]1[C:22]([OH:34])=[C:23]2[C:27](=[C:28]([CH3:32])[C:29]=1[O:30][CH3:31])[CH2:26][O:25][C:24]2=[O:33])([O:10][C:11]1[CH:16]=[CH:15][CH:14]=[CH:13][CH:12]=1)=[O:9])[CH3:6])[CH3:2]. The yield is 0.900. (2) The reactants are [Cl:1][C:2]1[CH:18]=[CH:17][C:5]2[CH2:6][CH2:7][N:8]([C:11](=[O:16])[C:12]([F:15])([F:14])[F:13])[CH2:9][CH2:10][C:4]=2[C:3]=1OS(C(F)(F)F)(=O)=O.[NH2:27][CH2:28][C:29]1[CH:30]=[CH:31][C:32]([NH:35][CH:36]2[CH2:41][CH2:40][CH2:39][CH2:38][CH2:37]2)=[N:33][CH:34]=1. The catalyst is C1(C)C=CC=CC=1. The product is [Cl:1][C:2]1[CH:18]=[CH:17][C:5]2[CH2:6][CH2:7][N:8]([C:11](=[O:16])[C:12]([F:15])([F:14])[F:13])[CH2:9][CH2:10][C:4]=2[C:3]=1[NH:27][CH2:28][C:29]1[CH:34]=[N:33][C:32]([NH:35][CH:36]2[CH2:37][CH2:38][CH2:39][CH2:40][CH2:41]2)=[CH:31][CH:30]=1. The yield is 0.580.